This data is from Full USPTO retrosynthesis dataset with 1.9M reactions from patents (1976-2016). The task is: Predict the reactants needed to synthesize the given product. (1) Given the product [CH:29]1([C:32]([N:34]2[CH2:35][CH2:36][CH:37]([C:40]([N:11]3[CH2:12][CH2:13][C@@H:14]([N:15]([CH3:28])[C:16](=[O:27])[C:17]4[CH:22]=[CH:21][C:20]([C:23]([F:26])([F:24])[F:25])=[CH:19][CH:18]=4)[C@H:9]([C:4]4[CH:5]=[CH:6][C:7]([Cl:8])=[C:2]([Cl:1])[CH:3]=4)[CH2:10]3)=[O:41])[CH2:38][CH2:39]2)=[O:33])[CH2:30][CH2:31]1, predict the reactants needed to synthesize it. The reactants are: [Cl:1][C:2]1[CH:3]=[C:4]([C@H:9]2[C@H:14]([N:15]([CH3:28])[C:16](=[O:27])[C:17]3[CH:22]=[CH:21][C:20]([C:23]([F:26])([F:25])[F:24])=[CH:19][CH:18]=3)[CH2:13][CH2:12][NH:11][CH2:10]2)[CH:5]=[CH:6][C:7]=1[Cl:8].[CH:29]1([C:32]([N:34]2[CH2:39][CH2:38][CH:37]([C:40](O)=[O:41])[CH2:36][CH2:35]2)=[O:33])[CH2:31][CH2:30]1. (2) Given the product [Cl:24][CH2:25][CH2:26][O:27][CH2:28][CH2:29][O:16][C:12]1[CH:13]=[CH:14][C:15]2[C:6]3[S:5][C:4]([CH2:1][CH2:2][CH3:3])=[N:17][C:7]=3[CH:8]=[N:9][C:10]=2[CH:11]=1, predict the reactants needed to synthesize it. The reactants are: [CH2:1]([C:4]1[S:5][C:6]2[C:15]3[CH:14]=[CH:13][C:12]([OH:16])=[CH:11][C:10]=3[N:9]=[CH:8][C:7]=2[N:17]=1)[CH2:2][CH3:3].C(=O)([O-])[O-].[Cs+].[Cs+].[Cl:24][CH2:25][CH2:26][O:27][CH2:28][CH2:29]I. (3) The reactants are: FC(F)(F)C1C=C(NC(=O)NC2C=CC(C3SC(CCC(OC)=O)=NC=3)=CC=2)C=CC=1.[NH2:32][C:33]1[CH:38]=[CH:37][C:36]([C:39]2[N:43]=[C:42]([CH2:44][CH2:45][CH2:46][C:47]([O:49][CH3:50])=[O:48])[O:41][N:40]=2)=[CH:35][CH:34]=1.[F:51][C:52]1[CH:57]=[C:56]([F:58])[CH:55]=[CH:54][C:53]=1[N:59]=[C:60]=[O:61]. Given the product [F:51][C:52]1[CH:57]=[C:56]([F:58])[CH:55]=[CH:54][C:53]=1[NH:59][C:60](=[O:61])[NH:32][C:33]1[CH:34]=[CH:35][C:36]([C:39]2[N:43]=[C:42]([CH2:44][CH2:45][CH2:46][C:47]([O:49][CH3:50])=[O:48])[O:41][N:40]=2)=[CH:37][CH:38]=1, predict the reactants needed to synthesize it. (4) Given the product [Cl:8][C:6]1[CH:5]=[C:4]([C:9]2([C:14]([F:17])([F:16])[F:15])[CH2:13][CH2:12][N:11]([C:19]3[S:20][C:21]4[C:27](=[O:28])[CH2:26][CH2:25][CH2:24][C:22]=4[N:23]=3)[CH2:10]2)[CH:3]=[C:2]([Cl:1])[CH:7]=1, predict the reactants needed to synthesize it. The reactants are: [Cl:1][C:2]1[CH:3]=[C:4]([C:9]2([C:14]([F:17])([F:16])[F:15])[CH2:13][CH2:12][NH:11][CH2:10]2)[CH:5]=[C:6]([Cl:8])[CH:7]=1.Cl[C:19]1[S:20][C:21]2[C:27](=[O:28])[CH2:26][CH2:25][CH2:24][C:22]=2[N:23]=1.C(=O)([O-])[O-].[K+].[K+].CN(C)C=O.